The task is: Predict which catalyst facilitates the given reaction.. This data is from Catalyst prediction with 721,799 reactions and 888 catalyst types from USPTO. (1) Reactant: [CH3:1][N:2]([CH2:46][CH:47]([OH:56])[CH:48]([OH:55])[CH:49]([OH:54])[CH:50]([OH:53])[CH2:51][OH:52])[C:3](=[O:45])[CH2:4][CH2:5][CH2:6][CH:7]=[CH:8][C:9]1[CH:14]=[CH:13][C:12]([CH:15]2[CH:18]([CH2:19][CH2:20][CH:21]([O:29][Si](C(C)(C)C)(C)C)[C:22]3[CH:27]=[CH:26][C:25]([F:28])=[CH:24][CH:23]=3)[C:17](=[O:37])[N:16]2[C:38]2[CH:43]=[CH:42][C:41]([F:44])=[CH:40][CH:39]=2)=[CH:11][CH:10]=1.Cl.[OH-].[Na+]. Product: [CH3:1][N:2]([CH2:46][CH:47]([OH:56])[CH:48]([OH:55])[CH:49]([OH:54])[CH:50]([OH:53])[CH2:51][OH:52])[C:3](=[O:45])[CH2:4][CH2:5][CH2:6][CH:7]=[CH:8][C:9]1[CH:10]=[CH:11][C:12]([CH:15]2[CH:18]([CH2:19][CH2:20][CH:21]([C:22]3[CH:27]=[CH:26][C:25]([F:28])=[CH:24][CH:23]=3)[OH:29])[C:17](=[O:37])[N:16]2[C:38]2[CH:39]=[CH:40][C:41]([F:44])=[CH:42][CH:43]=2)=[CH:13][CH:14]=1. The catalyst class is: 5. (2) Reactant: [Br:1][C:2]1[CH:7]=[C:6]([CH3:8])[C:5]([C:9]2[CH:13]=[CH:12][O:11][C:10]=2[CH2:14]O)=[C:4]([CH3:16])[CH:3]=1.CC(C)=[O:19]. Product: [Br:1][C:2]1[CH:3]=[C:4]([CH3:16])[C:5]([CH:9]2[C:10](=[O:11])[CH:14]=[CH:12][CH:13]2[OH:19])=[C:6]([CH3:8])[CH:7]=1. The catalyst class is: 6. (3) Reactant: [Br:1][C:2]1[CH:7]=[CH:6][C:5]([C:8](=[N:22][O:23][CH2:24][CH3:25])[CH:9]2[CH2:14][CH2:13][N:12]([C:15]3([CH3:21])[CH2:20][CH2:19][NH:18][CH2:17][CH2:16]3)[CH2:11][CH2:10]2)=[CH:4][CH:3]=1.[OH:26][C:27]1[C:28]([C:37](O)=[O:38])=[N:29][C:30]2[C:35]([N:36]=1)=[CH:34][CH:33]=[CH:32][CH:31]=2.CCN(CC)CC.CN(C(ON1N=NC2C=CC=NC1=2)=[N+](C)C)C.F[P-](F)(F)(F)(F)F. Product: [Br:1][C:2]1[CH:7]=[CH:6][C:5]([C:8](=[N:22][O:23][CH2:24][CH3:25])[CH:9]2[CH2:10][CH2:11][N:12]([C:15]3([CH3:21])[CH2:20][CH2:19][N:18]([C:37]([C:28]4[C:27]([OH:26])=[N:36][C:35]5[C:30](=[CH:31][CH:32]=[CH:33][CH:34]=5)[N:29]=4)=[O:38])[CH2:17][CH2:16]3)[CH2:13][CH2:14]2)=[CH:4][CH:3]=1. The catalyst class is: 3. (4) Reactant: [CH3:1][C:2]([CH3:35])([CH3:34])[C:3]([C:5]1[C:13]2[C:8](=[N:9][CH:10]=[C:11]([C:14]3[CH:19]=[CH:18][CH:17]=[C:16]([N:20]4[CH2:25][CH2:24][NH:23][CH2:22][CH2:21]4)[CH:15]=3)[N:12]=2)[N:7]([CH2:26][O:27][CH2:28][CH2:29][Si:30]([CH3:33])([CH3:32])[CH3:31])[CH:6]=1)=[O:4].C(N(C(C)C)CC)(C)C.Br[CH2:46][CH2:47][OH:48].[CH2:49]([Cl:51])[Cl:50]. Product: [NH4+:7].[OH-:4].[Cl:50][CH2:49][Cl:51].[OH:48][CH2:47][CH2:46][N:23]1[CH2:24][CH2:25][N:20]([C:16]2[CH:15]=[C:14]([C:11]3[N:12]=[C:13]4[C:5]([C:3](=[O:4])[C:2]([CH3:35])([CH3:34])[CH3:1])=[CH:6][N:7]([CH2:26][O:27][CH2:28][CH2:29][Si:30]([CH3:31])([CH3:33])[CH3:32])[C:8]4=[N:9][CH:10]=3)[CH:19]=[CH:18][CH:17]=2)[CH2:21][CH2:22]1. The catalyst class is: 405. (5) Reactant: [OH:1][N:2]=[C:3]([C@H:5]1[CH2:10][CH2:9][C@H:8]([C:11]([O:13][CH3:14])=[O:12])[CH2:7][CH2:6]1)[NH2:4].[C:15](Cl)(=O)[C:16]1[CH:21]=[CH:20][CH:19]=[CH:18][CH:17]=1.N1C=CC=CC=1.C1(C)C(C)=CC=CC=1. Product: [C:16]1([C:15]2[O:1][N:2]=[C:3]([C@H:5]3[CH2:6][CH2:7][C@H:8]([C:11]([O:13][CH3:14])=[O:12])[CH2:9][CH2:10]3)[N:4]=2)[CH:21]=[CH:20][CH:19]=[CH:18][CH:17]=1. The catalyst class is: 25. (6) Reactant: [CH3:1][O:2][C:3]1[N:8]=[CH:7][C:6]([NH2:9])=[CH:5][CH:4]=1.[S-:10][C:11]#[N:12].[K+].BrBr. Product: [CH3:1][O:2][C:3]1[N:8]=[C:7]2[S:10][C:11]([NH2:12])=[N:9][C:6]2=[CH:5][CH:4]=1. The catalyst class is: 15. (7) Reactant: [Br:1][C:2]1[CH:7]=[C:6]([N+:8]([O-:10])=[O:9])[CH:5]=[CH:4][C:3]=1[N:11]1[CH2:16][CH2:15][N:14](C(OC(C)(C)C)=O)[CH2:13][CH2:12]1.[ClH:24].O1CCOCC1. Product: [ClH:24].[ClH:24].[Br:1][C:2]1[CH:7]=[C:6]([N+:8]([O-:10])=[O:9])[CH:5]=[CH:4][C:3]=1[N:11]1[CH2:16][CH2:15][NH:14][CH2:13][CH2:12]1. The catalyst class is: 4. (8) Reactant: [CH3:1][O:2][C:3]([C:5]1[NH:6][CH:7]([C:12]2[CH:17]=[CH:16][C:15]([Cl:18])=[C:14]([O:19][CH3:20])[C:13]=2[F:21])[CH2:8][C:9](=O)[CH:10]=1)=[O:4].Cl.[NH2:23][OH:24].N1C=CC=CC=1. Product: [CH3:1][O:2][C:3]([C:5]1[NH:6][CH:7]([C:12]2[CH:17]=[CH:16][C:15]([Cl:18])=[C:14]([O:19][CH3:20])[C:13]=2[F:21])[CH2:8][C:9](=[N:23][OH:24])[CH:10]=1)=[O:4]. The catalyst class is: 5. (9) Reactant: [CH3:1][C:2]([CH3:22])([CH2:10][CH2:11][CH2:12][CH2:13][CH2:14][O:15][CH:16]1[CH2:21][CH2:20][CH2:19][CH2:18][O:17]1)/[CH:3]=[CH:4]/[C:5]([O:7][CH2:8][CH3:9])=[O:6]. Product: [CH3:22][C:2]([CH3:1])([CH2:10][CH2:11][CH2:12][CH2:13][CH2:14][O:15][CH:16]1[CH2:21][CH2:20][CH2:19][CH2:18][O:17]1)[CH2:3][CH2:4][C:5]([O:7][CH2:8][CH3:9])=[O:6]. The catalyst class is: 45. (10) Product: [CH3:10][C:8]1[N:9]=[C:5]([NH:4][C:1](=[O:3])[CH3:2])[S:6][C:7]=1[C:11]1[S:15][C:14]([S:16]([NH:23][CH2:20][C:21]#[CH:22])(=[O:18])=[O:17])=[CH:13][CH:12]=1. The catalyst class is: 2. Reactant: [C:1]([NH:4][C:5]1[S:6][C:7]([C:11]2[S:15][C:14]([S:16](Cl)(=[O:18])=[O:17])=[CH:13][CH:12]=2)=[C:8]([CH3:10])[N:9]=1)(=[O:3])[CH3:2].[CH2:20]([NH2:23])[C:21]#[CH:22].C(N(C(C)C)CC)(C)C.